This data is from Reaction yield outcomes from USPTO patents with 853,638 reactions. The task is: Predict the reaction yield, written as a fraction of the theoretical maximum amount of product (1.0 means a 100% yield; for example, 0.34 means a 34% yield). The product is [O:1]1[C:5]2[CH:6]=[CH:7][CH:8]=[CH:9][C:4]=2[N:3]=[C:2]1[S:10][CH2:11][CH2:12][CH2:13][CH2:14][CH2:15][CH2:16][CH2:17][CH2:18][NH:19][C:30]([C:29]1[CH:33]=[C:34]([C:40]2[CH:45]=[CH:44][CH:43]=[C:42]([Cl:46])[CH:41]=2)[C:35]([O:36][CH:48]([OH:49])[CH3:47])=[C:27]([C:23]2[CH:24]=[CH:25][CH:26]=[C:21]([Cl:20])[CH:22]=2)[CH:28]=1)=[O:31]. The reactants are [O:1]1[C:5]2[CH:6]=[CH:7][CH:8]=[CH:9][C:4]=2[N:3]=[C:2]1[S:10][CH2:11][CH2:12][CH2:13][CH2:14][CH2:15][CH2:16][CH2:17][CH2:18][NH2:19].[Cl:20][C:21]1[CH:22]=[C:23]([C:27]2[CH:28]=[C:29]([CH:33]=[C:34]([C:40]3[CH:45]=[CH:44][CH:43]=[C:42]([Cl:46])[CH:41]=3)[C:35]=2[O:36]CCO)[C:30](O)=[O:31])[CH:24]=[CH:25][CH:26]=1.[CH3:47][CH2:48][O:49]C1N(C(OCC)=O)C2C(=CC=CC=2)C=C1. The yield is 0.740. The catalyst is C1C=CC=CC=1.CCO.CCOC(C)=O.